This data is from Full USPTO retrosynthesis dataset with 1.9M reactions from patents (1976-2016). The task is: Predict the reactants needed to synthesize the given product. (1) Given the product [CH:63]1([C:61]([N:58]2[CH2:59][CH2:60][C@@H:56]([CH2:55][N:54]3[CH:53]=[N:52][N:51]=[C:50]3[C:47]3[CH:48]=[CH:49][C:44]([C:2]4[CH:10]=[CH:9][CH:8]=[C:7]5[C:3]=4[CH:4]=[N:5][NH:6]5)=[CH:45][CH:46]=3)[CH2:57]2)=[O:62])[CH2:65][CH2:64]1, predict the reactants needed to synthesize it. The reactants are: Br[C:2]1[CH:10]=[CH:9][CH:8]=[C:7]2[C:3]=1[CH:4]=[N:5][N:6]2S(C1C=CC=CC=1)(=O)=O.B1(B2OC(C)(C)C(C)(C)O2)OC(C)(C)C(C)(C)O1.CC([O-])=O.[K+].Br[C:44]1[CH:49]=[CH:48][C:47]([C:50]2[N:54]([CH2:55][C@@H:56]3[CH2:60][CH2:59][N:58]([C:61]([CH:63]4[CH2:65][CH2:64]4)=[O:62])[CH2:57]3)[CH:53]=[N:52][N:51]=2)=[CH:46][CH:45]=1.C([O-])([O-])=O.[K+].[K+]. (2) Given the product [CH2:1]([O:3][P:4]([CH:9]([C:17]#[N:18])[CH:10]([CH:11]1[CH2:12][CH2:13][O:14][CH2:15][CH2:16]1)[CH2:22][CH2:21][CH:20]=[CH2:19])(=[O:8])[O:5][CH2:6][CH3:7])[CH3:2], predict the reactants needed to synthesize it. The reactants are: [CH2:1]([O:3][P:4]([C:9]([C:17]#[N:18])=[CH:10][CH:11]1[CH2:16][CH2:15][O:14][CH2:13][CH2:12]1)(=[O:8])[O:5][CH2:6][CH3:7])[CH3:2].[CH2:19]([Mg]Br)[CH2:20][CH:21]=[CH2:22].[Cl-].[NH4+].